This data is from Reaction yield outcomes from USPTO patents with 853,638 reactions. The task is: Predict the reaction yield, written as a fraction of the theoretical maximum amount of product (1.0 means a 100% yield; for example, 0.34 means a 34% yield). The reactants are Br[C:2]1[CH:3]=[CH:4][C:5](=[O:22])[N:6]([CH:8]([CH3:21])[CH2:9][O:10][Si:11]([CH:18]([CH3:20])[CH3:19])([CH:15]([CH3:17])[CH3:16])[CH:12]([CH3:14])[CH3:13])[CH:7]=1.[CH3:23][C:24]1([CH3:40])[C:28]([CH3:30])([CH3:29])[O:27][B:26]([B:26]2[O:27][C:28]([CH3:30])([CH3:29])[C:24]([CH3:40])([CH3:23])[O:25]2)[O:25]1.C([O-])(=O)C.[K+]. The catalyst is O1CCOCC1.C1C=CC(P(C2C=CC=CC=2)[C-]2C=CC=C2)=CC=1.C1C=CC(P(C2C=CC=CC=2)[C-]2C=CC=C2)=CC=1.Cl[Pd]Cl.[Fe+2]. The product is [CH3:23][C:24]1([CH3:40])[C:28]([CH3:30])([CH3:29])[O:27][B:26]([C:2]2[CH:3]=[CH:4][C:5](=[O:22])[N:6]([CH:8]([CH3:21])[CH2:9][O:10][Si:11]([CH:18]([CH3:20])[CH3:19])([CH:15]([CH3:17])[CH3:16])[CH:12]([CH3:14])[CH3:13])[CH:7]=2)[O:25]1. The yield is 0.460.